Dataset: Forward reaction prediction with 1.9M reactions from USPTO patents (1976-2016). Task: Predict the product of the given reaction. (1) Given the reactants [N+:1]([C:4]1[CH:8]=[N:7][NH:6][C:5]=1[NH2:9])([O-:3])=[O:2].CN(C)[CH:12]=[CH:13][C:14]([C:16]1[CH:17]=[C:18]([N:22]2[CH2:26][CH2:25][CH2:24][C:23]2=[O:27])[CH:19]=[CH:20][CH:21]=1)=O, predict the reaction product. The product is: [N+:1]([C:4]1[CH:8]=[N:7][N:6]2[C:14]([C:16]3[CH:17]=[C:18]([N:22]4[CH2:26][CH2:25][CH2:24][C:23]4=[O:27])[CH:19]=[CH:20][CH:21]=3)=[CH:13][CH:12]=[N:9][C:5]=12)([O-:3])=[O:2]. (2) Given the reactants [CH2:1]([O:3][C:4]([CH:6]1[CH2:11][CH2:10][N:9]([C:12]2[CH:17]=[CH:16][C:15]([N+:18]([O-])=O)=[C:14]([N:21]3[CH:25]=[CH:24][CH:23]=[N:22]3)[CH:13]=2)[CH2:8][CH2:7]1)=[O:5])[CH3:2], predict the reaction product. The product is: [CH2:1]([O:3][C:4]([CH:6]1[CH2:11][CH2:10][N:9]([C:12]2[CH:17]=[CH:16][C:15]([NH2:18])=[C:14]([N:21]3[CH:25]=[CH:24][CH:23]=[N:22]3)[CH:13]=2)[CH2:8][CH2:7]1)=[O:5])[CH3:2]. (3) Given the reactants [Cl-].C([N+]1(C)CCCC1)CCC.[CH:12]12[CH2:18][CH:15]([CH2:16][CH2:17]1)[CH:14]=[CH:13]2.[CH:19]([O:21][CH3:22])=[O:20], predict the reaction product. The product is: [C:12]12([C:19]([O:21][CH3:22])=[O:20])[CH2:18][CH:15]([CH2:16][CH2:17]1)[CH2:14][CH2:13]2.